This data is from Forward reaction prediction with 1.9M reactions from USPTO patents (1976-2016). The task is: Predict the product of the given reaction. (1) The product is: [Br:10][C:5]1[C:6]([NH2:9])=[CH:7][N:8]=[C:3]([S:2][CH3:1])[N:4]=1. Given the reactants [CH3:1][S:2][C:3]1[N:8]=[CH:7][C:6]([NH2:9])=[CH:5][N:4]=1.[Br-:10].[Br-].[Br-].C([N+](C)(C)C)C1C=CC=CC=1.C([N+](C)(C)C)C1C=CC=CC=1.C([N+](C)(C)C)C1C=CC=CC=1, predict the reaction product. (2) Given the reactants [N:1]1[CH:6]=[CH:5][C:4]([N:7]2[CH2:12][CH2:11][CH:10](C(O)=O)[CH2:9][CH2:8]2)=[CH:3][CH:2]=1.C([N:18]([CH2:21]C)CC)C.C1(P(N=[N+]=[N-])(C2C=CC=CC=2)=[O:30])C=CC=CC=1.[CH2:40]([OH:47])[C:41]1[CH:46]=[CH:45][CH:44]=[CH:43][CH:42]=1, predict the reaction product. The product is: [CH2:40]([O:47][C:21](=[O:30])[NH:18][CH:10]1[CH2:9][CH2:8][N:7]([C:4]2[CH:3]=[CH:2][N:1]=[CH:6][CH:5]=2)[CH2:12][CH2:11]1)[C:41]1[CH:46]=[CH:45][CH:44]=[CH:43][CH:42]=1. (3) Given the reactants C[CH:2]([CH2:6][C:7]1[CH:12]=[CH:11][C:10]([C:13]2[CH:18]=[CH:17][CH:16]=[C:15]([CH2:19][N:20]([CH3:29])[C:21]([C:23]3[CH:28]=[CH:27][CH:26]=[CH:25][CH:24]=3)=[O:22])[CH:14]=2)=[CH:9][CH:8]=1)[C:3](O)=[O:4].C(Cl)(=O)C([Cl:33])=O, predict the reaction product. The product is: [CH3:29][N:20]([CH2:19][C:15]1[CH:14]=[C:13]([C:10]2[CH:11]=[CH:12][C:7]([CH2:6][CH2:2][C:3]([Cl:33])=[O:4])=[CH:8][CH:9]=2)[CH:18]=[CH:17][CH:16]=1)[C:21]([C:23]1[CH:28]=[CH:27][CH:26]=[CH:25][CH:24]=1)=[O:22]. (4) Given the reactants [Li][CH2:2]CCC.[CH:6]([C@@H:8]([NH:12][C:13](=[O:19])[O:14][C:15]([CH3:18])([CH3:17])[CH3:16])[CH:9]([CH3:11])[CH3:10])=O.O, predict the reaction product. The product is: [CH3:10][CH:9]([C@H:8]([NH:12][C:13](=[O:19])[O:14][C:15]([CH3:18])([CH3:17])[CH3:16])[CH:6]=[CH2:2])[CH3:11].